This data is from NCI-60 drug combinations with 297,098 pairs across 59 cell lines. The task is: Regression. Given two drug SMILES strings and cell line genomic features, predict the synergy score measuring deviation from expected non-interaction effect. (1) Drug 2: CS(=O)(=O)OCCCCOS(=O)(=O)C. Cell line: EKVX. Synergy scores: CSS=-3.33, Synergy_ZIP=6.17, Synergy_Bliss=-0.344, Synergy_Loewe=-4.62, Synergy_HSA=-4.71. Drug 1: C1=NC2=C(N=C(N=C2N1C3C(C(C(O3)CO)O)O)F)N. (2) Drug 1: CC1=C(C=C(C=C1)NC(=O)C2=CC=C(C=C2)CN3CCN(CC3)C)NC4=NC=CC(=N4)C5=CN=CC=C5. Drug 2: C1=NNC2=C1C(=O)NC=N2. Cell line: OVCAR-4. Synergy scores: CSS=2.16, Synergy_ZIP=-2.34, Synergy_Bliss=-2.04, Synergy_Loewe=-1.04, Synergy_HSA=-1.63. (3) Drug 1: C1CCC(CC1)NC(=O)N(CCCl)N=O. Drug 2: CC1C(C(CC(O1)OC2CC(OC(C2O)C)OC3=CC4=CC5=C(C(=O)C(C(C5)C(C(=O)C(C(C)O)O)OC)OC6CC(C(C(O6)C)O)OC7CC(C(C(O7)C)O)OC8CC(C(C(O8)C)O)(C)O)C(=C4C(=C3C)O)O)O)O. Cell line: RPMI-8226. Synergy scores: CSS=42.8, Synergy_ZIP=14.0, Synergy_Bliss=17.9, Synergy_Loewe=14.3, Synergy_HSA=15.2. (4) Drug 1: C(=O)(N)NO. Drug 2: C1CCC(C(C1)N)N.C(=O)(C(=O)[O-])[O-].[Pt+4]. Cell line: ACHN. Synergy scores: CSS=19.4, Synergy_ZIP=-6.78, Synergy_Bliss=-4.47, Synergy_Loewe=-12.9, Synergy_HSA=-1.65. (5) Drug 1: C1CC(C1)(C(=O)O)C(=O)O.[NH2-].[NH2-].[Pt+2]. Drug 2: CN1C(=O)N2C=NC(=C2N=N1)C(=O)N. Cell line: OVCAR-5. Synergy scores: CSS=3.19, Synergy_ZIP=-0.821, Synergy_Bliss=-1.26, Synergy_Loewe=-5.22, Synergy_HSA=-2.96. (6) Synergy scores: CSS=58.6, Synergy_ZIP=-2.37, Synergy_Bliss=-1.56, Synergy_Loewe=-1.50, Synergy_HSA=0.915. Drug 2: CC1=C(N=C(N=C1N)C(CC(=O)N)NCC(C(=O)N)N)C(=O)NC(C(C2=CN=CN2)OC3C(C(C(C(O3)CO)O)O)OC4C(C(C(C(O4)CO)O)OC(=O)N)O)C(=O)NC(C)C(C(C)C(=O)NC(C(C)O)C(=O)NCCC5=NC(=CS5)C6=NC(=CS6)C(=O)NCCC[S+](C)C)O. Drug 1: CCC1=CC2CC(C3=C(CN(C2)C1)C4=CC=CC=C4N3)(C5=C(C=C6C(=C5)C78CCN9C7C(C=CC9)(C(C(C8N6C)(C(=O)OC)O)OC(=O)C)CC)OC)C(=O)OC.C(C(C(=O)O)O)(C(=O)O)O. Cell line: NCI-H522.